Dataset: Full USPTO retrosynthesis dataset with 1.9M reactions from patents (1976-2016). Task: Predict the reactants needed to synthesize the given product. (1) Given the product [NH2:19][C@H:20]([C:22]([NH:45][C@H:46]([C:52]([OH:54])=[O:53])[CH2:47][CH2:48][C:49](=[O:51])[NH2:50])=[O:23])[CH3:21], predict the reactants needed to synthesize it. The reactants are: ClC(Cl)(Cl)C(Cl)(Cl)Cl.C([NH:19][C@H:20]([C:22](O)=[O:23])[CH3:21])(OCC1C=CC=CC=1)=O.C1(P(C2C=CC=CC=2)C2C=CC=CC=2)C=CC=CC=1.O.[NH2:45][C@H:46]([C:52]([OH:54])=[O:53])[CH2:47][CH2:48][C:49](=[O:51])[NH2:50].[OH-].[Na+].C(=O)([O-])[O-].[K+].[K+].Cl. (2) Given the product [F:28][C:29]1[CH:34]=[CH:33][CH:32]=[CH:31][C:30]=1[C:2]1[CH:27]=[CH:26][C:5]([O:6][CH:7]2[CH2:11][CH2:10][N:9]([C:12]3[CH:17]=[CH:16][C:15]([O:18][CH2:19][CH2:20][S:21][CH3:22])=[C:14]([O:23][CH3:24])[CH:13]=3)[C:8]2=[O:25])=[CH:4][CH:3]=1, predict the reactants needed to synthesize it. The reactants are: I[C:2]1[CH:27]=[CH:26][C:5]([O:6][CH:7]2[CH2:11][CH2:10][N:9]([C:12]3[CH:17]=[CH:16][C:15]([O:18][CH2:19][CH2:20][S:21][CH3:22])=[C:14]([O:23][CH3:24])[CH:13]=3)[C:8]2=[O:25])=[CH:4][CH:3]=1.[F:28][C:29]1[CH:34]=[CH:33][CH:32]=[CH:31][C:30]=1B(O)O. (3) Given the product [CH3:22][C:4]1[CH:3]=[C:2]([N:5]2[CH2:6][CH2:11][CH2:2][CH2:3][CH2:4]2)[C:11]2[C:6](=[CH:7][C:8]([CH2:12][O:13][C:14]3[CH:21]=[CH:20][C:17]([C:18]#[N:19])=[CH:16][CH:15]=3)=[CH:9][CH:10]=2)[N:5]=1, predict the reactants needed to synthesize it. The reactants are: Cl[C:2]1[C:11]2[C:6](=[CH:7][C:8]([CH2:12][O:13][C:14]3[CH:21]=[CH:20][C:17]([C:18]#[N:19])=[CH:16][CH:15]=3)=[CH:9][CH:10]=2)[N:5]=[C:4]([CH3:22])[CH:3]=1. (4) Given the product [Cl:22][CH2:23][CH2:24][CH2:25][S:26]([NH:2][C@@H:3]([CH2:11][CH:12]([CH3:14])[CH3:13])[C:4]([O:6][C:7]([CH3:8])([CH3:9])[CH3:10])=[O:5])(=[O:28])=[O:27], predict the reactants needed to synthesize it. The reactants are: Cl.[NH2:2][C@@H:3]([CH2:11][CH:12]([CH3:14])[CH3:13])[C:4]([O:6][C:7]([CH3:10])([CH3:9])[CH3:8])=[O:5].C(N(CC)CC)C.[Cl:22][CH2:23][CH2:24][CH2:25][S:26](Cl)(=[O:28])=[O:27]. (5) Given the product [N:1]1([N:8]2[C:13](=[O:14])[CH:12]3[S:15][C:16]4[N:21]=[CH:20][CH:19]=[C:18]([N+:22]([CH3:24])([CH3:23])[O-:40])[C:17]=4[CH:11]3[N:10]=[CH:9]2)[CH2:2][CH2:3][CH2:4][CH2:5][CH2:6][CH2:7]1, predict the reactants needed to synthesize it. The reactants are: [N:1]1([N:8]2[C:13](=[O:14])[CH:12]3[S:15][C:16]4[N:21]=[CH:20][CH:19]=[C:18]([N:22]([CH3:24])[CH3:23])[C:17]=4[CH:11]3[N:10]=[CH:9]2)[CH2:7][CH2:6][CH2:5][CH2:4][CH2:3][CH2:2]1.CN(C)C1C2C3C(SC=2N=CC=1)C(=[O:40])N(C1C=CC(CC)=CC=1)C=N3.N. (6) The reactants are: C(Cl)(=O)C(Cl)=O.[C:7]1([C:16]2[CH:21]=[CH:20][CH:19]=[CH:18][CH:17]=2)[CH:12]=[CH:11][CH:10]=[C:9]([C:13]([OH:15])=O)[CH:8]=1.[NH2:22][C:23]1[CH:35]=[C:34]([O:36][C:37]2[CH:42]=[CH:41][CH:40]=[CH:39][CH:38]=2)[CH:33]=[CH:32][C:24]=1[C:25]([O:27][C:28]([CH3:31])([CH3:30])[CH3:29])=[O:26].Cl. Given the product [C:7]1([C:16]2[CH:21]=[CH:20][CH:19]=[CH:18][CH:17]=2)[CH:12]=[CH:11][CH:10]=[C:9]([C:13]([NH:22][C:23]2[CH:35]=[C:34]([O:36][C:37]3[CH:42]=[CH:41][CH:40]=[CH:39][CH:38]=3)[CH:33]=[CH:32][C:24]=2[C:25]([O:27][C:28]([CH3:29])([CH3:30])[CH3:31])=[O:26])=[O:15])[CH:8]=1, predict the reactants needed to synthesize it. (7) Given the product [C:14]1([N:20]2[CH2:25][CH2:24][N:23]([CH2:2][C:3]3[CH:8]=[CH:7][C:6]([CH2:9][NH:10][C:11](=[O:13])[CH3:12])=[CH:5][CH:4]=3)[CH2:22][CH2:21]2)[CH:19]=[CH:18][CH:17]=[CH:16][CH:15]=1, predict the reactants needed to synthesize it. The reactants are: Cl[CH2:2][C:3]1[CH:8]=[CH:7][C:6]([CH2:9][NH:10][C:11](=[O:13])[CH3:12])=[CH:5][CH:4]=1.[C:14]1([N:20]2[CH2:25][CH2:24][NH:23][CH2:22][CH2:21]2)[CH:19]=[CH:18][CH:17]=[CH:16][CH:15]=1.C(=O)([O-])[O-].[K+].[K+].O.